From a dataset of Reaction yield outcomes from USPTO patents with 853,638 reactions. Predict the reaction yield, written as a fraction of the theoretical maximum amount of product (1.0 means a 100% yield; for example, 0.34 means a 34% yield). The reactants are [CH3:1][O:2][C:3]1[CH:4]=[C:5]([C:11]2[N:16]=[CH:15][C:14](/[CH:17]=[CH:18]/[C:19]([O:21]C(C)(C)C)=[O:20])=[CH:13][CH:12]=2)[CH:6]=[CH:7][C:8]=1[O:9][CH3:10].[F:26][C:27]([F:32])([F:31])[C:28]([OH:30])=[O:29]. The catalyst is C(Cl)Cl. The product is [F:26][C:27]([F:32])([F:31])[C:28]([OH:30])=[O:29].[CH3:1][O:2][C:3]1[CH:4]=[C:5]([C:11]2[N:16]=[CH:15][C:14](/[CH:17]=[CH:18]/[C:19]([OH:21])=[O:20])=[CH:13][CH:12]=2)[CH:6]=[CH:7][C:8]=1[O:9][CH3:10]. The yield is 0.920.